This data is from NCI-60 drug combinations with 297,098 pairs across 59 cell lines. The task is: Regression. Given two drug SMILES strings and cell line genomic features, predict the synergy score measuring deviation from expected non-interaction effect. (1) Drug 1: CN(CCCl)CCCl.Cl. Drug 2: C1=NNC2=C1C(=O)NC=N2. Cell line: UACC-257. Synergy scores: CSS=2.76, Synergy_ZIP=-2.64, Synergy_Bliss=-1.50, Synergy_Loewe=-6.33, Synergy_HSA=-2.52. (2) Synergy scores: CSS=0.720, Synergy_ZIP=0.883, Synergy_Bliss=1.36, Synergy_Loewe=-0.482, Synergy_HSA=-0.572. Drug 1: C1=NC2=C(N=C(N=C2N1C3C(C(C(O3)CO)O)F)Cl)N. Cell line: SF-295. Drug 2: CNC(=O)C1=NC=CC(=C1)OC2=CC=C(C=C2)NC(=O)NC3=CC(=C(C=C3)Cl)C(F)(F)F. (3) Drug 1: CC1=C(C(=O)C2=C(C1=O)N3CC4C(C3(C2COC(=O)N)OC)N4)N. Drug 2: CC1C(C(CC(O1)OC2CC(CC3=C2C(=C4C(=C3O)C(=O)C5=C(C4=O)C(=CC=C5)OC)O)(C(=O)CO)O)N)O.Cl. Cell line: K-562. Synergy scores: CSS=39.6, Synergy_ZIP=0.964, Synergy_Bliss=2.03, Synergy_Loewe=-5.94, Synergy_HSA=1.54. (4) Drug 1: CNC(=O)C1=CC=CC=C1SC2=CC3=C(C=C2)C(=NN3)C=CC4=CC=CC=N4. Drug 2: C#CCC(CC1=CN=C2C(=N1)C(=NC(=N2)N)N)C3=CC=C(C=C3)C(=O)NC(CCC(=O)O)C(=O)O. Cell line: COLO 205. Synergy scores: CSS=-6.10, Synergy_ZIP=0.913, Synergy_Bliss=-7.17, Synergy_Loewe=-9.14, Synergy_HSA=-10.5.